Task: Predict the product of the given reaction.. Dataset: Forward reaction prediction with 1.9M reactions from USPTO patents (1976-2016) (1) The product is: [C:20]1(=[O:21])[N:26]([C:27]2[CH:28]=[C:29]3[C:34](=[CH:35][CH:36]=2)[O:33][C:32](=[O:37])[C:31]([C:38]2[CH:43]=[CH:42][C:41]([N:44]4[C:48](=[O:49])[CH:47]=[CH:46][C:45]4=[O:50])=[CH:40][CH:39]=2)=[CH:30]3)[C:17](=[O:22])[CH:18]=[CH:19]1. Given the reactants [C:17]1(=[O:22])N(C2C(=O)OC3C(C=2)=CC(N2[C:20](=[O:21])[CH:19]=[CH:18][C:17]2=[O:22])=CC=3)[C:20](=[O:21])[CH:19]=[CH:18]1.[NH2:26][C:27]1[CH:28]=[C:29]2[C:34](=[CH:35][CH:36]=1)[O:33][C:32](=[O:37])[C:31]([C:38]1[CH:43]=[CH:42][C:41]([NH2:44])=[CH:40][CH:39]=1)=[CH:30]2.[C:45]1(=O)[O:50][C:48](=[O:49])[CH:47]=[CH:46]1.C(OC(=O)C)(=O)C.C([O-])(=O)C.[Na+], predict the reaction product. (2) Given the reactants [F:1][CH2:2][CH2:3][CH2:4][O:5][CH:6]1[C:11](=O)[CH2:10][CH2:9][N:8]([C:13]([O:15][C:16]([CH3:19])([CH3:18])[CH3:17])=[O:14])[CH2:7]1.[CH2:20]([NH2:27])[C:21]1[CH:26]=[CH:25][CH:24]=[CH:23][CH:22]=1.C(O[BH-](OC(=O)C)OC(=O)C)(=O)C.[Na+], predict the reaction product. The product is: [CH2:20]([NH:27][C@H:11]1[CH2:10][CH2:9][N:8]([C:13]([O:15][C:16]([CH3:19])([CH3:18])[CH3:17])=[O:14])[CH2:7][C@H:6]1[O:5][CH2:4][CH2:3][CH2:2][F:1])[C:21]1[CH:26]=[CH:25][CH:24]=[CH:23][CH:22]=1. (3) Given the reactants [CH3:1][O:2][C:3]1[CH:8]=[C:7]([O:9][C:10]2[CH:15]=[CH:14][C:13]([NH:16][C:17](=O)[CH2:18][O:19][C:20]3[CH:21]=[C:22]([CH:27]=[CH:28][CH:29]=3)[C:23]([O:25][CH3:26])=[O:24])=[C:12]([NH:31][CH3:32])[CH:11]=2)[CH:6]=[CH:5][N:4]=1, predict the reaction product. The product is: [CH3:1][O:2][C:3]1[CH:8]=[C:7]([O:9][C:10]2[CH:15]=[CH:14][C:13]3[N:16]=[C:17]([CH2:18][O:19][C:20]4[CH:21]=[C:22]([CH:27]=[CH:28][CH:29]=4)[C:23]([O:25][CH3:26])=[O:24])[N:31]([CH3:32])[C:12]=3[CH:11]=2)[CH:6]=[CH:5][N:4]=1. (4) Given the reactants COCC[NH:5][C:6](=[O:35])[CH2:7][C@H:8]([OH:34])[CH2:9][C@H:10]([OH:33])[CH2:11][CH2:12][C@@H:13]1[C@@H:22]2[C:17](=[CH:18][C@H:19]([CH3:31])[CH2:20][C@@H:21]2[O:23][C:24](=[O:30])[C:25]([CH3:29])([CH3:28])[CH2:26][CH3:27])[CH:16]=[CH:15][C@@H:14]1[CH3:32].[OH-:36].[Na+].N, predict the reaction product. The product is: [CH3:27][CH2:26][C:25]([C:24]([O:23][C@@H:21]1[C@@H:22]2[C@@H:13]([CH2:12][CH2:11][C@@H:10]([OH:33])[CH2:9][C@@H:8]([OH:34])[CH2:7][C:6]([O-:36])=[O:35])[C@@H:14]([CH3:32])[CH:15]=[CH:16][C:17]2=[CH:18][C@H:19]([CH3:31])[CH2:20]1)=[O:30])([CH3:28])[CH3:29].[NH4+:5]. (5) Given the reactants [CH:1](=O)[C:2]1[CH:7]=[CH:6][CH:5]=[N:4][CH:3]=1.S([NH:19][NH2:20])(C1C=CC(C)=CC=1)(=O)=O.[OH-].[Na+].[CH2:23]([NH:26][C:27](=[O:33])[O:28][C:29]([CH3:32])([CH3:31])[CH3:30])[C:24]#[CH:25], predict the reaction product. The product is: [N:4]1[CH:5]=[CH:6][CH:7]=[C:2]([C:1]2[CH:25]=[C:24]([CH2:23][NH:26][C:27](=[O:33])[O:28][C:29]([CH3:30])([CH3:32])[CH3:31])[NH:20][N:19]=2)[CH:3]=1. (6) Given the reactants Cl.[CH2:2]1[C:5]2([CH2:8][CH:7]([NH:9][C:10]3[C:15]([C:16]4[CH:21]=[CH:20][C:19]([O:22][C:23]5[CH:28]=[CH:27][CH:26]=[CH:25][CH:24]=5)=[CH:18][CH:17]=4)=[C:14]([NH2:29])[N:13]=[CH:12][N:11]=3)[CH2:6]2)[CH2:4][NH:3]1.CCN(C(C)C)C(C)C.[C:39](O)(=[O:42])[C:40]#[CH:41].C(P1(=O)OP(=O)(CCC)OP(=O)(CCC)O1)CC, predict the reaction product. The product is: [NH2:29][C:14]1[N:13]=[CH:12][N:11]=[C:10]([NH:9][CH:7]2[CH2:8][C:5]3([CH2:4][N:3]([C:39](=[O:42])[C:40]#[CH:41])[CH2:2]3)[CH2:6]2)[C:15]=1[C:16]1[CH:21]=[CH:20][C:19]([O:22][C:23]2[CH:24]=[CH:25][CH:26]=[CH:27][CH:28]=2)=[CH:18][CH:17]=1.